This data is from Peptide-MHC class II binding affinity with 134,281 pairs from IEDB. The task is: Regression. Given a peptide amino acid sequence and an MHC pseudo amino acid sequence, predict their binding affinity value. This is MHC class II binding data. (1) The peptide sequence is AAKPAAAATATATAA. The MHC is DRB1_0701 with pseudo-sequence DRB1_0701. The binding affinity (normalized) is 0.107. (2) The peptide sequence is SDRGWGNGCGLFGKG. The MHC is DRB1_0701 with pseudo-sequence DRB1_0701. The binding affinity (normalized) is 0.